Dataset: Full USPTO retrosynthesis dataset with 1.9M reactions from patents (1976-2016). Task: Predict the reactants needed to synthesize the given product. (1) Given the product [CH2:41]([O:48][C:49](=[O:50])[NH:51][C@@H:52]([CH:56]1[CH2:61][CH2:60][C:59]([F:63])([F:62])[CH2:58][CH2:57]1)[C:26]([N:15]1[C@H:14]([C:12](=[O:13])[NH:11][C@H:4]2[C:5]3[C:10](=[CH:9][CH:8]=[CH:7][CH:6]=3)[O:1][CH2:2][CH2:3]2)[CH2:19][N:18]2[CH2:20][C@@H:21]([O:23][CH2:24][CH3:25])[CH2:22][C@@H:17]2[CH2:16]1)=[O:27])[C:42]1[CH:43]=[CH:44][CH:45]=[CH:46][CH:47]=1, predict the reactants needed to synthesize it. The reactants are: [O:1]1[C:10]2[C:5](=[CH:6][CH:7]=[CH:8][CH:9]=2)[C@H:4]([NH:11][C:12]([C@@H:14]2[CH2:19][N:18]3[CH2:20][C@@H:21]([O:23][CH2:24][CH3:25])[CH2:22][C@@H:17]3[CH2:16][N:15]2[C:26](OC(C)(C)C)=[O:27])=[O:13])[CH2:3][CH2:2]1.Cl.COC1CCCC1.[CH2:41]([O:48][C:49]([NH:51][C@@H:52]([CH:56]1[CH2:61][CH2:60][C:59]([F:63])([F:62])[CH2:58][CH2:57]1)C(O)=O)=[O:50])[C:42]1[CH:47]=[CH:46][CH:45]=[CH:44][CH:43]=1.Cl.C(N=C=NCCCN(C)C)C.ON1C2C=CC=CC=2N=N1.C(N(CC)C(C)C)(C)C. (2) Given the product [Br:24][C:20]1[CH:21]=[C:22]([F:23])[C:17]([CH2:16][O:15][C:12]2[C:11]([C:27]([NH2:28])=[O:29])=[C:10]([NH:9][C:8]([NH:41][CH2:40][CH2:39][CH2:38][N:35]3[CH2:34][CH2:33][N:32]([CH3:31])[CH2:37][CH2:36]3)=[O:7])[S:14][N:13]=2)=[C:18]([F:26])[C:19]=1[F:25], predict the reactants needed to synthesize it. The reactants are: C1([O:7][C:8](=O)[NH:9][C:10]2[S:14][N:13]=[C:12]([O:15][CH2:16][C:17]3[C:22]([F:23])=[CH:21][C:20]([Br:24])=[C:19]([F:25])[C:18]=3[F:26])[C:11]=2[C:27](=[O:29])[NH2:28])C=CC=CC=1.[CH3:31][N:32]1[CH2:37][CH2:36][N:35]([CH2:38][CH2:39][CH2:40][NH2:41])[CH2:34][CH2:33]1.